From a dataset of Full USPTO retrosynthesis dataset with 1.9M reactions from patents (1976-2016). Predict the reactants needed to synthesize the given product. (1) Given the product [C:18]1([CH:12]([C:3]2[C:2](=[O:1])[C:7]([CH3:8])=[C:6]([CH3:9])[C:5](=[O:10])[C:4]=2[CH3:11])[CH2:13][CH2:14][C:15]([OH:17])=[O:16])[CH:23]=[CH:22][CH:21]=[CH:20][CH:19]=1, predict the reactants needed to synthesize it. The reactants are: [OH:1][C:2]1[C:7]([CH3:8])=[C:6]([CH3:9])[C:5]([OH:10])=[C:4]([CH3:11])[C:3]=1[CH:12]([C:18]1[CH:23]=[CH:22][CH:21]=[CH:20][CH:19]=1)[CH2:13][CH2:14][C:15]([OH:17])=[O:16].[N+]([O-])([O-])=O.[Ce].[NH4+].O.CCOCC. (2) Given the product [Cl:1][C:2]1[N:7]=[CH:6][C:5]([S:8]([NH:19][CH:20]2[CH2:21][CH2:22][N:23]([C:26]([O:28][C:29]([CH3:32])([CH3:31])[CH3:30])=[O:27])[CH2:24][CH2:25]2)(=[O:10])=[O:9])=[CH:4][CH:3]=1, predict the reactants needed to synthesize it. The reactants are: [Cl:1][C:2]1[N:7]=[CH:6][C:5]([S:8](Cl)(=[O:10])=[O:9])=[CH:4][CH:3]=1.C(N(CC)CC)C.[NH2:19][CH:20]1[CH2:25][CH2:24][N:23]([C:26]([O:28][C:29]([CH3:32])([CH3:31])[CH3:30])=[O:27])[CH2:22][CH2:21]1.O. (3) Given the product [Br:6][C:7]1[CH:12]=[CH:11][C:10]([F:13])=[CH:9][C:8]=1[C:14]([CH3:15])=[CH2:2], predict the reactants needed to synthesize it. The reactants are: [Li][CH2:2]CCC.[Br:6][C:7]1[CH:12]=[CH:11][C:10]([F:13])=[CH:9][C:8]=1[C:14](=O)[CH3:15]. (4) Given the product [F:1][C:2]1[CH:7]=[C:6]([N+:8]([O-:10])=[O:9])[CH:5]=[CH:4][C:3]=1[N:11]([CH2:12][C:18]([F:21])([F:20])[F:19])[C@H:15]([CH2:16][CH3:17])[CH2:14][OH:13], predict the reactants needed to synthesize it. The reactants are: [F:1][C:2]1[CH:7]=[C:6]([N+:8]([O-:10])=[O:9])[CH:5]=[CH:4][C:3]=1[N:11]1[C@H:15]([CH2:16][CH3:17])[CH2:14][O:13][CH:12]1[C:18]([F:21])([F:20])[F:19].[SiH](CC)(CC)CC.CO. (5) Given the product [C:1]([NH:8][CH2:9][CH2:10][N:21]([CH2:20][CH2:12][CH2:13][CH2:14][CH2:15][CH2:16][CH3:17])[CH2:12][CH2:13][CH2:14][CH2:15][CH2:16][CH2:17][CH3:18])([O:3][C:4]([CH3:7])([CH3:6])[CH3:5])=[O:2], predict the reactants needed to synthesize it. The reactants are: [C:1]([NH:8][CH2:9][CH2:10]N)([O:3][C:4]([CH3:7])([CH3:6])[CH3:5])=[O:2].[CH:12](=O)[CH2:13][CH2:14][CH2:15][CH2:16][CH2:17][CH3:18].[C:20]([BH3-])#[N:21].[Na+]. (6) Given the product [CH3:1][C:2]1[S:29][C:5]2=[N:6][C:7]([C:23]3[CH:28]=[CH:27][CH:26]=[CH:25][N:24]=3)=[C:8]([C@@H:10]([NH2:12])[CH3:11])[CH:9]=[C:4]2[CH:3]=1, predict the reactants needed to synthesize it. The reactants are: [CH3:1][C:2]1[S:29][C:5]2=[N:6][C:7]([C:23]3[CH:28]=[CH:27][CH:26]=[CH:25][N:24]=3)=[C:8]([C@@H:10]([N:12]3C(=O)C4C(=CC=CC=4)C3=O)[CH3:11])[CH:9]=[C:4]2[CH:3]=1.O.NN.